From a dataset of Catalyst prediction with 721,799 reactions and 888 catalyst types from USPTO. Predict which catalyst facilitates the given reaction. (1) Reactant: [C:1]([O:5][C:6]([N:8]1[CH2:13][CH2:12][CH:11]([OH:14])[CH2:10][CH2:9]1)=[O:7])([CH3:4])([CH3:3])[CH3:2].[H-].[Na+].[Cl:17][C:18]1[CH:23]=[C:22](Cl)[N:21]=[CH:20][N:19]=1. Product: [C:1]([O:5][C:6]([N:8]1[CH2:13][CH2:12][CH:11]([O:14][C:22]2[CH:23]=[C:18]([Cl:17])[N:19]=[CH:20][N:21]=2)[CH2:10][CH2:9]1)=[O:7])([CH3:4])([CH3:2])[CH3:3]. The catalyst class is: 1. (2) Reactant: [NH2:1][C@H:2]1[CH2:7][CH2:6][CH2:5][N:4]([C:8]([O:10][C:11]([CH3:14])([CH3:13])[CH3:12])=[O:9])[CH2:3]1.Br[CH2:16][CH2:17][CH3:18].CCN(C(C)C)C(C)C. Product: [CH2:16]([NH:1][C@H:2]1[CH2:7][CH2:6][CH2:5][N:4]([C:8]([O:10][C:11]([CH3:14])([CH3:13])[CH3:12])=[O:9])[CH2:3]1)[CH2:17][CH3:18]. The catalyst class is: 31. (3) Reactant: [CH2:1]([NH:8][C:9]1([CH2:38][CH2:39][C:40]([CH3:43])([CH3:42])[CH3:41])[C:18]2[C:13](=[CH:14][CH:15]=[CH:16][CH:17]=2)[C:12]([OH:19])=[C:11]([C:20]2[NH:25][C:24]3[CH:26]=[CH:27][C:28]([NH:30][S:31]([CH3:34])(=[O:33])=[O:32])=[CH:29][C:23]=3[S:22](=[O:36])(=[O:35])[N:21]=2)[C:10]1=[O:37])[C:2]1[CH:7]=[CH:6][CH:5]=[CH:4][CH:3]=1.[C:44](OC(=O)C)(=[O:46])[CH3:45].C(N(CC)CC)C. The catalyst class is: 68. Product: [CH2:1]([N:8]([C:9]1([CH2:38][CH2:39][C:40]([CH3:43])([CH3:42])[CH3:41])[C:18]2[C:13](=[CH:14][CH:15]=[CH:16][CH:17]=2)[C:12]([OH:19])=[C:11]([C:20]2[NH:25][C:24]3[CH:26]=[CH:27][C:28]([NH:30][S:31]([CH3:34])(=[O:33])=[O:32])=[CH:29][C:23]=3[S:22](=[O:36])(=[O:35])[N:21]=2)[C:10]1=[O:37])[C:44](=[O:46])[CH3:45])[C:2]1[CH:3]=[CH:4][CH:5]=[CH:6][CH:7]=1. (4) Reactant: [F:1][C:2]([F:24])([F:23])[C:3]1[CH:4]=[C:5]([C:13]2[N:17]=[CH:16][N:15](/[CH:18]=[CH:19]\[C:20]([OH:22])=O)[N:14]=2)[CH:6]=[C:7]([C:9]([F:12])([F:11])[F:10])[CH:8]=1.[O:25]1[CH2:30][CH2:29][N:28]([C:31](=[O:36])[C:32]([NH:34][NH2:35])=[O:33])[CH2:27][CH2:26]1.C(P1(=O)OP(CCC)(=O)OP(CCC)(=O)O1)CC.CCN(C(C)C)C(C)C. Product: [F:10][C:9]([F:11])([F:12])[C:7]1[CH:6]=[C:5]([C:13]2[N:17]=[CH:16][N:15](/[CH:18]=[CH:19]\[C:20]([NH:35][NH:34][C:32](=[O:33])[C:31]([N:28]3[CH2:29][CH2:30][O:25][CH2:26][CH2:27]3)=[O:36])=[O:22])[N:14]=2)[CH:4]=[C:3]([C:2]([F:1])([F:23])[F:24])[CH:8]=1. The catalyst class is: 20.